This data is from Forward reaction prediction with 1.9M reactions from USPTO patents (1976-2016). The task is: Predict the product of the given reaction. Given the reactants II.[C:3]([Si:7]([CH3:26])([CH3:25])[O:8][CH2:9][C:10]([CH2:12][O:13][C:14]1[CH:19]=[CH:18][C:17]([O:20][C:21]([F:24])([F:23])[F:22])=[CH:16][CH:15]=1)=[CH2:11])([CH3:6])([CH3:5])[CH3:4].[BH4-].[Na+].[OH:29]O.[OH-].[Na+], predict the reaction product. The product is: [Si:7]([O:8][CH2:9][CH:10]([CH2:12][O:13][C:14]1[CH:15]=[CH:16][C:17]([O:20][C:21]([F:24])([F:22])[F:23])=[CH:18][CH:19]=1)[CH2:11][OH:29])([C:3]([CH3:4])([CH3:6])[CH3:5])([CH3:25])[CH3:26].